From a dataset of Forward reaction prediction with 1.9M reactions from USPTO patents (1976-2016). Predict the product of the given reaction. Given the reactants Cl[C:2]([O:4][C:5]1[CH:10]=[CH:9][CH:8]=[CH:7][CH:6]=1)=[O:3].[NH2:11][C:12]1[CH:13]=[C:14]([NH:22][S:23]([CH3:26])(=[O:25])=[O:24])[CH:15]=[C:16]([C:18]([CH3:21])([CH3:20])[CH3:19])[CH:17]=1.C([O-])(O)=O.[Na+], predict the reaction product. The product is: [C:5]1([O:4][C:2](=[O:3])[NH:11][C:12]2[CH:13]=[C:14]([NH:22][S:23]([CH3:26])(=[O:25])=[O:24])[CH:15]=[C:16]([C:18]([CH3:21])([CH3:20])[CH3:19])[CH:17]=2)[CH:10]=[CH:9][CH:8]=[CH:7][CH:6]=1.